This data is from NCI-60 drug combinations with 297,098 pairs across 59 cell lines. The task is: Regression. Given two drug SMILES strings and cell line genomic features, predict the synergy score measuring deviation from expected non-interaction effect. (1) Drug 1: CC(CN1CC(=O)NC(=O)C1)N2CC(=O)NC(=O)C2. Drug 2: C1CCC(C(C1)N)N.C(=O)(C(=O)[O-])[O-].[Pt+4]. Cell line: OVCAR3. Synergy scores: CSS=14.4, Synergy_ZIP=-6.29, Synergy_Bliss=-5.19, Synergy_Loewe=-9.12, Synergy_HSA=-4.79. (2) Drug 1: CN(CC1=CN=C2C(=N1)C(=NC(=N2)N)N)C3=CC=C(C=C3)C(=O)NC(CCC(=O)O)C(=O)O. Drug 2: CCC1(CC2CC(C3=C(CCN(C2)C1)C4=CC=CC=C4N3)(C5=C(C=C6C(=C5)C78CCN9C7C(C=CC9)(C(C(C8N6C=O)(C(=O)OC)O)OC(=O)C)CC)OC)C(=O)OC)O.OS(=O)(=O)O. Cell line: MDA-MB-231. Synergy scores: CSS=-1.86, Synergy_ZIP=6.56, Synergy_Bliss=6.29, Synergy_Loewe=-13.5, Synergy_HSA=-6.50. (3) Drug 1: CC1=CC2C(CCC3(C2CCC3(C(=O)C)OC(=O)C)C)C4(C1=CC(=O)CC4)C. Drug 2: CC1=C2C(C(=O)C3(C(CC4C(C3C(C(C2(C)C)(CC1OC(=O)C(C(C5=CC=CC=C5)NC(=O)OC(C)(C)C)O)O)OC(=O)C6=CC=CC=C6)(CO4)OC(=O)C)O)C)O. Cell line: MCF7. Synergy scores: CSS=29.6, Synergy_ZIP=4.60, Synergy_Bliss=9.53, Synergy_Loewe=-28.4, Synergy_HSA=1.06. (4) Drug 1: CC1=CC=C(C=C1)C2=CC(=NN2C3=CC=C(C=C3)S(=O)(=O)N)C(F)(F)F. Drug 2: C(CC(=O)O)C(=O)CN.Cl. Cell line: SK-MEL-28. Synergy scores: CSS=16.9, Synergy_ZIP=-2.62, Synergy_Bliss=6.27, Synergy_Loewe=-0.507, Synergy_HSA=1.62.